From a dataset of Forward reaction prediction with 1.9M reactions from USPTO patents (1976-2016). Predict the product of the given reaction. (1) Given the reactants [CH2:1]([SH:5])[CH2:2][CH2:3][CH3:4].[N+]([C:9]1[CH:16]=[CH:15][CH:14]=[C:13]([N+:17]([O-:19])=[O:18])[C:10]=1[C:11]#[N:12])([O-])=O, predict the reaction product. The product is: [N+:17]([C:13]1[CH:14]=[CH:15][CH:16]=[C:9]([S:5][CH2:1][CH2:2][CH2:3][CH3:4])[C:10]=1[C:11]#[N:12])([O-:19])=[O:18]. (2) Given the reactants [CH2:1]([N:3]1[CH:7]=[CH:6][N:5]=[C:4]1[CH:8]=O)[CH3:2].[CH:10](=[N:17]/[C:18]1[CH:26]=[CH:25][CH:24]=[C:23]2[C:19]=1[CH2:20][O:21][C:22]2=[O:27])\[C:11]1[CH:16]=[CH:15][CH:14]=[CH:13][CH:12]=1.[CH3:28][O-:29].[Na+].C(OCC)(=O)CC, predict the reaction product. The product is: [CH2:1]([N:3]1[CH:7]=[CH:6][N:5]=[C:4]1[CH:8]1[C:28](=[O:29])[C:19]2[C:23]([C:22]([O:21][CH3:20])=[O:27])=[CH:24][CH:25]=[CH:26][C:18]=2[NH:17][CH:10]1[C:11]1[CH:16]=[CH:15][CH:14]=[CH:13][CH:12]=1)[CH3:2]. (3) Given the reactants C1(P(C2C=CC=CC=2)C2C=CC=CC=2)C=CC=CC=1.[Br:20][CH2:21][CH2:22][OH:23].[Cl:24][C:25]1[CH:46]=[CH:45][CH:44]=[C:43]([Cl:47])[C:26]=1[C:27]([NH:29][C@H:30]([C:39]([O:41][CH3:42])=[O:40])[CH2:31][C:32]1[CH:37]=[CH:36][C:35](O)=[CH:34][CH:33]=1)=[O:28], predict the reaction product. The product is: [Br:20][CH2:21][CH2:22][O:23][C:35]1[CH:36]=[CH:37][C:32]([CH2:31][C@@H:30]([C:39]([O:41][CH3:42])=[O:40])[NH:29][C:27](=[O:28])[C:26]2[C:43]([Cl:47])=[CH:44][CH:45]=[CH:46][C:25]=2[Cl:24])=[CH:33][CH:34]=1. (4) Given the reactants [Mg].Br[CH2:3][CH2:4][CH2:5][CH2:6][CH2:7][CH2:8][CH2:9][CH2:10][CH2:11][CH3:12].[O:13]=[CH:14][CH2:15][CH2:16][CH2:17][CH2:18][CH2:19][CH2:20][C:21]([O:23][CH3:24])=[O:22], predict the reaction product. The product is: [OH:13][CH:14]([CH2:3][CH2:4][CH2:5][CH2:6][CH2:7][CH2:8][CH2:9][CH2:10][CH2:11][CH3:12])[CH2:15][CH2:16][CH2:17][CH2:18][CH2:19][CH2:20][C:21]([O:23][CH3:24])=[O:22]. (5) Given the reactants [CH2:1]([N:3]1[C:8]([CH3:9])=[CH:7][C:6](=[O:10])[N:5]([CH2:11][CH3:12])[C:4]1=[O:13])[CH3:2].[Se](=O)=[O:15], predict the reaction product. The product is: [CH2:11]([N:5]1[C:6](=[O:10])[CH:7]=[C:8]([CH:9]=[O:15])[N:3]([CH2:1][CH3:2])[C:4]1=[O:13])[CH3:12].